Dataset: Forward reaction prediction with 1.9M reactions from USPTO patents (1976-2016). Task: Predict the product of the given reaction. (1) Given the reactants [N:1]1[NH:2][N:3]=[N:4][C:5]=1[C:6]1[C:7]([NH2:13])=[N:8][C:9]([NH2:12])=[CH:10][CH:11]=1.[CH2:14]([O:21][C:22]1[CH:29]=[CH:28][C:25]([CH2:26]Cl)=[CH:24][CH:23]=1)[C:15]1[CH:20]=[CH:19][CH:18]=[CH:17][CH:16]=1.[I-].[Na+].[H-].[Na+], predict the reaction product. The product is: [CH2:14]([O:21][C:22]1[CH:23]=[CH:24][C:25]([CH2:26][N:3]2[N:2]=[N:1][C:5]([C:6]3[C:7]([NH2:13])=[N:8][C:9]([NH2:12])=[CH:10][CH:11]=3)=[N:4]2)=[CH:28][CH:29]=1)[C:15]1[CH:16]=[CH:17][CH:18]=[CH:19][CH:20]=1. (2) Given the reactants F[P-](F)(F)(F)(F)F.N1(OC(N(C)C)=[N+](C)C)C2C=CC=CC=2N=N1.[F:25][C:26]1[CH:34]=[CH:33][C:32]([CH2:35][C:36]2[C:45]3[C:40](=[CH:41][CH:42]=[CH:43][CH:44]=3)[C:39](=[O:46])[NH:38][N:37]=2)=[CH:31][C:27]=1[C:28]([OH:30])=O.[F:47][CH2:48][CH:49]([O:52][CH:53]1[CH2:58][CH2:57][NH:56][CH2:55][CH2:54]1)[CH2:50][F:51].C(N(CC)CC)C, predict the reaction product. The product is: [F:51][CH2:50][CH:49]([O:52][CH:53]1[CH2:54][CH2:55][N:56]([C:28]([C:27]2[CH:31]=[C:32]([CH:33]=[CH:34][C:26]=2[F:25])[CH2:35][C:36]2[C:45]3[C:40](=[CH:41][CH:42]=[CH:43][CH:44]=3)[C:39](=[O:46])[NH:38][N:37]=2)=[O:30])[CH2:57][CH2:58]1)[CH2:48][F:47]. (3) Given the reactants [Cl:1][C:2]1[CH:7]=[CH:6][N:5]=[C:4]([C:8]([NH2:10])=O)[CH:3]=1.C(OC(C(F)(F)F)=O)(C(F)(F)F)=O.CC(OO)=O.C([O-])([O-])=O.[K+].[K+], predict the reaction product. The product is: [Cl:1][C:2]1[CH:7]=[CH:6][N:5]=[C:4]([C:8]#[N:10])[CH:3]=1. (4) The product is: [CH2:1]([N:8]([CH2:28][C@@H:29]([C:31]1[CH:36]=[CH:35][CH:34]=[C:33]([Cl:37])[CH:32]=1)[OH:30])[CH2:9][CH2:10][CH2:11][C:12]1[CH:13]=[CH:14][C:15]([S:18]([C:21]2[CH:22]=[C:23]([CH:24]=[CH:25][CH:26]=2)[O:27][CH2:45][C:46]([O:48][CH2:49][CH3:50])=[O:47])(=[O:19])=[O:20])=[CH:16][CH:17]=1)[C:2]1[CH:3]=[CH:4][CH:5]=[CH:6][CH:7]=1. Given the reactants [CH2:1]([N:8]([CH2:28][C@@H:29]([C:31]1[CH:36]=[CH:35][CH:34]=[C:33]([Cl:37])[CH:32]=1)[OH:30])[CH2:9][CH2:10][CH2:11][C:12]1[CH:17]=[CH:16][C:15]([S:18]([C:21]2[CH:22]=[C:23]([OH:27])[CH:24]=[CH:25][CH:26]=2)(=[O:20])=[O:19])=[CH:14][CH:13]=1)[C:2]1[CH:7]=[CH:6][CH:5]=[CH:4][CH:3]=1.C(=O)([O-])[O-].[K+].[K+].Br[CH2:45][C:46]([O:48][CH2:49][CH3:50])=[O:47], predict the reaction product.